From a dataset of Reaction yield outcomes from USPTO patents with 853,638 reactions. Predict the reaction yield, written as a fraction of the theoretical maximum amount of product (1.0 means a 100% yield; for example, 0.34 means a 34% yield). (1) The reactants are Br[C:2]1[CH:7]=[CH:6][C:5]([CH3:8])=[CH:4][C:3]=1[O:9][CH3:10].C([Li])(C)(C)C.[B:16](OC)([O:19]C)[O:17]C. The catalyst is C1COCC1. The product is [CH3:10][O:9][C:3]1[CH:4]=[C:5]([CH3:8])[CH:6]=[CH:7][C:2]=1[B:16]([OH:19])[OH:17]. The yield is 0.230. (2) The reactants are C([O:3][C:4]([C:6]1[CH:7]=[N:8][N:9]([C:11]2[NH:15][C:14]3[CH:16]=[C:17]([Cl:28])[C:18]([S:20][CH2:21][C:22]4[CH:27]=[CH:26][CH:25]=[CH:24][CH:23]=4)=[CH:19][C:13]=3[N:12]=2)[CH:10]=1)=[O:5])C.C1COCC1.O[Li].O. The catalyst is O. The product is [CH2:21]([S:20][C:18]1[C:17]([Cl:28])=[CH:16][C:14]2[NH:15][C:11]([N:9]3[CH:10]=[C:6]([C:4]([OH:5])=[O:3])[CH:7]=[N:8]3)=[N:12][C:13]=2[CH:19]=1)[C:22]1[CH:27]=[CH:26][CH:25]=[CH:24][CH:23]=1. The yield is 0.990. (3) The reactants are [O:1]=[C:2]1[CH2:10][C:9]2[C:4](=[CH:5][CH:6]=[C:7]([C:11]([OH:13])=O)[CH:8]=2)[NH:3]1.[CH2:14]1[C@H:23]2[C@H:18]([CH2:19][CH2:20][C:21]3[CH:27]=[CH:26][CH:25]=[CH:24][C:22]=32)[NH:17][CH2:16][CH2:15]1.F[P-](F)(F)(F)(F)F.N1(OC(N(C)C)=[N+](C)C)C2N=CC=CC=2N=N1. No catalyst specified. The product is [CH2:14]1[C@H:23]2[C@H:18]([CH2:19][CH2:20][C:21]3[CH:27]=[CH:26][CH:25]=[CH:24][C:22]=32)[N:17]([C:11]([C:7]2[CH:8]=[C:9]3[C:4](=[CH:5][CH:6]=2)[NH:3][C:2](=[O:1])[CH2:10]3)=[O:13])[CH2:16][CH2:15]1. The yield is 0.250. (4) The reactants are [CH3:1][C:2]1[CH:3]=[C:4]([CH:9]=[C:10]([C:14]2[CH:19]=[CH:18][C:17]([O:20][C:21]3[CH:26]=[CH:25][C:24]([CH:27]=O)=[CH:23][CH:22]=3)=[CH:16][CH:15]=2)[C:11]([OH:13])=[O:12])[CH:5]=[C:6]([CH3:8])[CH:7]=1.[S:29]1[CH2:33][C:32](=[O:34])[NH:31][C:30]1=[O:35].C(O)(=O)C1C=CC=CC=1.N1CCCCC1. The yield is 0.930. No catalyst specified. The product is [CH3:8][C:6]1[CH:5]=[C:4]([CH:9]=[C:10]([C:14]2[CH:19]=[CH:18][C:17]([O:20][C:21]3[CH:22]=[CH:23][C:24]([CH:27]=[C:33]4[S:29][C:30](=[O:35])[NH:31][C:32]4=[O:34])=[CH:25][CH:26]=3)=[CH:16][CH:15]=2)[C:11]([OH:13])=[O:12])[CH:3]=[C:2]([CH3:1])[CH:7]=1. (5) The reactants are [Br:1][C:2]1[N:3]=[C:4]([C:9]#[C:10][Si:11]([CH3:14])([CH3:13])[CH3:12])[C:5]([NH2:8])=[N:6][CH:7]=1.N1C=CC=CC=1.[C:21](Cl)(=[O:23])[CH3:22]. The catalyst is C1COCC1. The product is [Br:1][C:2]1[N:3]=[C:4]([C:9]#[C:10][Si:11]([CH3:13])([CH3:12])[CH3:14])[C:5]([NH:8][C:21](=[O:23])[CH3:22])=[N:6][CH:7]=1. The yield is 0.310. (6) The reactants are P([O-])([O-])([O-])=O.O=C[C@@H]([C@H]([C@@H]([C@@H](CO)O)O)O)O.C1N=C(N)C2N=CN([C@@H]3O[C@H](COP(OP(OC[C@H]4O[C@@H](N5C=C(C(N)=O)CC=C5)[C@H](O)[C@@H]4O)(O)=O)(O)=O)[C@@H](O)[C@H]3O)C=2N=1.[C:62]([NH:70][CH2:71][CH:72]([C:78](=[O:80])[CH3:79])[C:73]([O:75][CH2:76][CH3:77])=[O:74])(=[O:69])[C:63]1[CH:68]=[CH:67][CH:66]=[CH:65][CH:64]=1. No catalyst specified. The product is [C:62]([NH:70][CH2:71][C@@H:72]([C@H:78]([OH:80])[CH3:79])[C:73]([O:75][CH2:76][CH3:77])=[O:74])(=[O:69])[C:63]1[CH:64]=[CH:65][CH:66]=[CH:67][CH:68]=1. The yield is 0.610. (7) The reactants are Cl[C:2]1[C:3]2[CH2:16][CH2:15][N:14]([C:17]3[CH:22]=[CH:21][N:20]=[CH:19][CH:18]=3)[C:4]=2[N:5]=[C:6]([N:8]2[CH2:13][CH2:12][O:11][CH2:10][CH2:9]2)[N:7]=1.[CH3:23][O:24][C:25]1[N:30]=[C:29]([O:31][CH3:32])[C:28](B2OC(C)(C)C(C)(C)O2)=[CH:27][N:26]=1.COC1C=CC=C(OC)C=1C1C=CC=CC=1P(C1CCCCC1)C1CCCCC1.P([O-])([O-])([O-])=O.[K+].[K+].[K+]. The catalyst is C([O-])(=O)C.[Pd+2].C([O-])(=O)C.CN(C)C=O. The product is [CH3:23][O:24][C:25]1[N:30]=[C:29]([O:31][CH3:32])[C:28]([C:2]2[C:3]3[CH2:16][CH2:15][N:14]([C:17]4[CH:22]=[CH:21][N:20]=[CH:19][CH:18]=4)[C:4]=3[N:5]=[C:6]([N:8]3[CH2:13][CH2:12][O:11][CH2:10][CH2:9]3)[N:7]=2)=[CH:27][N:26]=1. The yield is 0.300. (8) The product is [CH3:18][O:19][CH2:20][CH2:21][O:22][C@@H:6]1[C@H:7]([OH:12])[C@@H:8]([CH2:10][OH:11])[O:9][C@H:5]1[N:4]1[CH:3]=[C:2]([CH3:1])[C:16](=[O:17])[NH:15][C:14]1=[O:13]. The reactants are [CH3:1][C:2]1[C:16](=[O:17])[N:15]=[C:14]2[N:4]([C@@H:5]3[O:9][C@H:8]([CH2:10][OH:11])[C@@H:7]([OH:12])[C@@H:6]3[O:13]2)[CH:3]=1.[CH3:18][O:19][CH2:20][CH2:21][O:22]B([O:22][CH2:21][CH2:20][O:19][CH3:18])[O:22][CH2:21][CH2:20][O:19][CH3:18]. The yield is 0.630. The catalyst is COCCO. (9) The reactants are [Cl:1][C:2]1[S:6][CH:5]=[C:4]([C:7](=O)[CH2:8][CH3:9])[CH:3]=1.[Cl:11][CH2:12][CH2:13][O:14][C:15]1[CH:20]=[CH:19][C:18]([C:21]([C:23]2[CH:28]=[CH:27][C:26]([OH:29])=[CH:25][CH:24]=2)=O)=[CH:17][CH:16]=1. No catalyst specified. The product is [Cl:11][CH2:12][CH2:13][O:14][C:15]1[CH:20]=[CH:19][C:18](/[C:21](/[C:23]2[CH:28]=[CH:27][C:26]([OH:29])=[CH:25][CH:24]=2)=[C:7](/[C:4]2[CH:3]=[C:2]([Cl:1])[S:6][CH:5]=2)\[CH2:8][CH3:9])=[CH:17][CH:16]=1. The yield is 0.450.